Predict the reaction yield, written as a fraction of the theoretical maximum amount of product (1.0 means a 100% yield; for example, 0.34 means a 34% yield). From a dataset of Reaction yield outcomes from USPTO patents with 853,638 reactions. (1) The reactants are [CH2:1]([N:8]1[C:12]2=[C:13]([N:20]3[CH2:29][CH2:28][C:27]4[C:22](=[CH:23][CH:24]=[CH:25][CH:26]=4)[CH2:21]3)[N:14]=[C:15]([C:17](O)=[O:18])[CH:16]=[C:11]2[CH:10]=[C:9]1[CH3:30])[C:2]1[CH:7]=[CH:6][CH:5]=[CH:4][CH:3]=1.[CH3:31][N:32]1[CH2:37][CH2:36][NH:35][CH2:34][CH2:33]1. No catalyst specified. The product is [CH2:1]([N:8]1[C:12]2=[C:13]([N:20]3[CH2:29][CH2:28][C:27]4[C:22](=[CH:23][CH:24]=[CH:25][CH:26]=4)[CH2:21]3)[N:14]=[C:15]([C:17]([N:35]3[CH2:36][CH2:37][N:32]([CH3:31])[CH2:33][CH2:34]3)=[O:18])[CH:16]=[C:11]2[CH:10]=[C:9]1[CH3:30])[C:2]1[CH:3]=[CH:4][CH:5]=[CH:6][CH:7]=1. The yield is 0.570. (2) The catalyst is CO.O1CCOCC1. The yield is 0.910. The reactants are [Br:1][C:2]1[C:28]2[C:6](=[N:7][N:8]3[C:13]([CH:14]4[CH2:19][CH2:18][N:17](C(OC(C)(C)C)=O)[CH2:16][CH2:15]4)=[CH:12][C:11](=[O:27])[NH:10][C:9]3=2)[CH:5]=[N:4][CH:3]=1.[ClH:29]. The product is [ClH:29].[Br:1][C:2]1[C:28]2[C:6](=[N:7][N:8]3[C:13]([CH:14]4[CH2:15][CH2:16][NH:17][CH2:18][CH2:19]4)=[CH:12][C:11](=[O:27])[NH:10][C:9]3=2)[CH:5]=[N:4][CH:3]=1. (3) The reactants are [OH:1][C:2]1[CH:3]=[C:4]([CH:8]([C:12]2[CH:17]=[CH:16][CH:15]=[CH:14][CH:13]=2)[NH:9]C=O)[CH:5]=[CH:6][CH:7]=1.[ClH:18]. No catalyst specified. The product is [ClH:18].[NH2:9][CH:8]([C:12]1[CH:17]=[CH:16][CH:15]=[CH:14][CH:13]=1)[C:4]1[CH:3]=[C:2]([OH:1])[CH:7]=[CH:6][CH:5]=1. The yield is 0.979. (4) The reactants are FC(F)(F)C1C=CC(CBr)=CC=1.Br[CH2:14][C:15]1[CH:20]=[CH:19][C:18]([F:21])=[CH:17][CH:16]=1.[CH3:22][C:23]1[N:24]=[C:25]([N:33]2[CH2:37][CH2:36][NH:35][C:34]2=[O:38])[S:26][C:27]=1[C:28]([O:30][CH2:31][CH3:32])=[O:29]. No catalyst specified. The product is [F:21][C:18]1[CH:19]=[CH:20][C:15]([CH2:14][N:35]2[CH2:36][CH2:37][N:33]([C:25]3[S:26][C:27]([C:28]([O:30][CH2:31][CH3:32])=[O:29])=[C:23]([CH3:22])[N:24]=3)[C:34]2=[O:38])=[CH:16][CH:17]=1. The yield is 0.690.